From a dataset of Full USPTO retrosynthesis dataset with 1.9M reactions from patents (1976-2016). Predict the reactants needed to synthesize the given product. (1) Given the product [CH3:27][N:24]([CH3:22])[CH2:25][CH2:26][CH2:54][C:46]([NH:1][C:2]1[CH:3]=[C:4]2[C:20](=[O:21])[NH:19][N:18]=[CH:17][C:6]3=[C:7]([C:11]4[CH:12]=[CH:13][CH:14]=[CH:15][CH:16]=4)[NH:8][C:9]([CH:10]=1)=[C:5]23)=[O:45], predict the reactants needed to synthesize it. The reactants are: [NH2:1][C:2]1[CH:3]=[C:4]2[C:20](=[O:21])[NH:19][N:18]=[CH:17][C:6]3=[C:7]([C:11]4[CH:16]=[CH:15][CH:14]=[CH:13][CH:12]=4)[NH:8][C:9]([CH:10]=1)=[C:5]23.[CH2:22]([N:24]([CH2:27]C)[CH2:25][CH3:26])C.F[P-](F)(F)(F)(F)F.N1([O:45][C:46](N(C)C)=[N+](C)C)C2N=CC=CC=2N=N1.Cl.[CH2:54](Cl)Cl. (2) Given the product [CH:30]1([CH2:29][CH:28]([N:4]2[C:3](=[O:15])[CH:2]=[C:7]([O:24][C:18]3[C:17]([F:16])=[CH:22][CH:21]=[CH:20][C:19]=3[F:23])[CH:6]=[N:5]2)[C:27]([OH:26])=[O:35])[CH2:33][CH2:32][CH2:31]1, predict the reactants needed to synthesize it. The reactants are: Cl[C:2]1[C:3](=[O:15])[N:4](C2CCCCO2)[N:5]=[CH:6][C:7]=1Cl.[F:16][C:17]1[CH:22]=[CH:21][CH:20]=[C:19]([F:23])[C:18]=1[OH:24].C[O:26][C:27](=[O:35])[CH:28](Br)[CH2:29][CH:30]1[CH2:33][CH2:32][CH2:31]1.